Dataset: Full USPTO retrosynthesis dataset with 1.9M reactions from patents (1976-2016). Task: Predict the reactants needed to synthesize the given product. (1) The reactants are: [CH:1]([C:3]1[CH:4]=[CH:5][C:6]2[O:11][CH2:10][C:9](=[O:12])[NH:8][C:7]=2[CH:13]=1)=[O:2].[CH2:14](I)[CH3:15]. Given the product [CH2:14]([N:8]1[C:7]2[CH:13]=[C:3]([CH:1]=[O:2])[CH:4]=[CH:5][C:6]=2[O:11][CH2:10][C:9]1=[O:12])[CH3:15], predict the reactants needed to synthesize it. (2) The reactants are: [Cl:1][C:2]1[CH:3]=[C:4]([NH:9][NH2:10])[CH:5]=[CH:6][C:7]=1[Cl:8].CO[CH:13](OC)[CH2:14][C:15](=O)[CH3:16]. Given the product [Cl:1][C:2]1[CH:3]=[C:4]([N:9]2[CH:13]=[CH:14][C:15]([CH3:16])=[N:10]2)[CH:5]=[CH:6][C:7]=1[Cl:8].[Cl:1][C:2]1[CH:3]=[C:4]([N:9]2[C:15]([CH3:16])=[CH:14][CH:13]=[N:10]2)[CH:5]=[CH:6][C:7]=1[Cl:8], predict the reactants needed to synthesize it. (3) Given the product [NH2:16][C:10]1[O:11][CH2:12][C:13]([F:14])([F:15])[C@:8]([C:6]2[CH:7]=[C:2]([NH:1][C:30]([C:21]3[C:20]([Cl:19])=[CH:24][N:23]([CH2:25][C:26]([F:28])([F:27])[F:29])[N:22]=3)=[O:31])[CH:3]=[CH:4][C:5]=2[F:18])([CH3:17])[N:9]=1, predict the reactants needed to synthesize it. The reactants are: [NH2:1][C:2]1[CH:3]=[CH:4][C:5]([F:18])=[C:6]([C@:8]2([CH3:17])[C:13]([F:15])([F:14])[CH2:12][O:11][C:10]([NH2:16])=[N:9]2)[CH:7]=1.[Cl:19][C:20]1[C:21]([C:30](O)=[O:31])=[N:22][N:23]([CH2:25][C:26]([F:29])([F:28])[F:27])[CH:24]=1. (4) Given the product [CH3:18][CH:17]([C:14]1[CH:15]=[CH:16][C:8]([O:7][CH2:10][C:9]2[CH:13]=[CH:14][CH:15]=[CH:16][CH:8]=2)=[C:9]([CH:13]=1)[C:10]([O:12][CH2:21][C:22]1[CH:27]=[CH:26][CH:25]=[CH:24][CH:23]=1)=[O:11])[CH3:19], predict the reactants needed to synthesize it. The reactants are: C([O-])([O-])=O.[K+].[K+].[OH:7][C:8]1[CH:16]=[CH:15][C:14]([CH:17]([CH3:19])[CH3:18])=[CH:13][C:9]=1[C:10]([OH:12])=[O:11].Br[CH2:21][C:22]1[CH:27]=[CH:26][CH:25]=[CH:24][CH:23]=1.